This data is from Full USPTO retrosynthesis dataset with 1.9M reactions from patents (1976-2016). The task is: Predict the reactants needed to synthesize the given product. (1) Given the product [OH2:20].[OH2:34].[S:1]1[CH:5]=[CH:4][C:3]2[C:6]([N:10]3[CH2:11][CH2:12][N:13]([CH2:16][CH2:17][CH2:18][CH2:19][O:20][C:21]4[CH:30]=[C:29]5[C:24]([CH:25]=[CH:26][C:27](=[O:31])[NH:28]5)=[CH:23][CH:22]=4)[CH2:14][CH2:15]3)=[CH:7][CH:8]=[CH:9][C:2]1=2, predict the reactants needed to synthesize it. The reactants are: [S:1]1[CH:5]=[CH:4][C:3]2[C:6]([N:10]3[CH2:15][CH2:14][N:13]([CH2:16][CH2:17][CH2:18][CH2:19][O:20][C:21]4[CH:30]=[C:29]5[C:24]([CH:25]=[CH:26][C:27](=[O:31])[NH:28]5)=[CH:23][CH:22]=4)[CH2:12][CH2:11]3)=[CH:7][CH:8]=[CH:9][C:2]1=2.C([OH:34])C.[OH-].[Na+].CC1C=CC(COC(NNC(C2C=NC=CN=2)=O)=O)=CC=1. (2) The reactants are: [CH2:1]([N:3]([CH2:11][C:12]1[N:13]=[C:14]2[S:21][C:20]([CH3:22])=[C:19]([CH2:23][CH2:24][C:25]([NH2:27])=O)[N:15]2[C:16](=[O:18])[CH:17]=1)[C:4]1[CH:9]=[CH:8][C:7]([F:10])=[CH:6][CH:5]=1)[CH3:2].C(N(CC)CC)C.C(S(OS(C(F)(F)F)(=O)=O)(=O)=O)(F)(F)F. Given the product [CH2:1]([N:3]([CH2:11][C:12]1[N:13]=[C:14]2[S:21][C:20]([CH3:22])=[C:19]([CH2:23][CH2:24][C:25]#[N:27])[N:15]2[C:16](=[O:18])[CH:17]=1)[C:4]1[CH:5]=[CH:6][C:7]([F:10])=[CH:8][CH:9]=1)[CH3:2], predict the reactants needed to synthesize it. (3) Given the product [F:1][C:2]1[CH:3]=[CH:4][C:5]2[N:9]=[C:8]([C@@H:10]([NH:12][C:22]3[N:30]=[CH:29][N:28]=[C:27]4[C:23]=3[N:24]=[CH:25][NH:26]4)[CH3:11])[N:7]([C:13]3[CH:18]=[CH:17][CH:16]=[C:15]([F:19])[CH:14]=3)[C:6]=2[CH:20]=1, predict the reactants needed to synthesize it. The reactants are: [F:1][C:2]1[CH:3]=[CH:4][C:5]2[N:9]=[C:8]([C@@H:10]([NH2:12])[CH3:11])[N:7]([C:13]3[CH:18]=[CH:17][CH:16]=[C:15]([F:19])[CH:14]=3)[C:6]=2[CH:20]=1.Cl[C:22]1[N:30]=[CH:29][N:28]=[C:27]2[C:23]=1[N:24]=[CH:25][N:26]2C1CCCCO1.CCN(C(C)C)C(C)C. (4) Given the product [F:11][C:4]1[CH:3]=[C:2]([C:20]2[O:24][CH:23]=[N:22][CH:21]=2)[CH:10]=[CH:9][C:5]=1[C:6]([OH:8])=[O:7], predict the reactants needed to synthesize it. The reactants are: Br[C:2]1[CH:10]=[CH:9][C:5]([C:6]([OH:8])=[O:7])=[C:4]([F:11])[CH:3]=1.CC1(C)C(C)(C)OB([C:20]2[O:24][C:23]([Si](C(C)C)(C(C)C)C(C)C)=[N:22][CH:21]=2)O1. (5) Given the product [F:16][C:17]1[CH:22]=[CH:21][C:20]([F:23])=[CH:19][C:18]=1[C@@H:24]1[CH2:28][C@H:27]([F:29])[CH2:26][N:25]1[C:2]1[CH:7]=[CH:6][N:5]2[N:8]=[CH:9][C:10]([C:11]([O:13][CH2:14][CH3:15])=[O:12])=[C:4]2[N:3]=1, predict the reactants needed to synthesize it. The reactants are: Cl[C:2]1[CH:7]=[CH:6][N:5]2[N:8]=[CH:9][C:10]([C:11]([O:13][CH2:14][CH3:15])=[O:12])=[C:4]2[N:3]=1.[F:16][C:17]1[CH:22]=[CH:21][C:20]([F:23])=[CH:19][C:18]=1[C@@H:24]1[CH2:28][C@H:27]([F:29])[CH2:26][NH:25]1.[F-].[K+].O. (6) Given the product [CH2:1]([C:3]1[C:4]([N:15]2[CH2:20][CH2:19][CH:18]([CH2:21][CH2:22][S:23]([CH3:26])(=[O:25])=[O:24])[CH2:17][CH2:16]2)=[CH:5][C:6]([O:12][CH2:13][CH3:14])=[C:7]([CH:8]=1)[NH2:9])[CH3:2], predict the reactants needed to synthesize it. The reactants are: [CH2:1]([C:3]1[CH:8]=[C:7]([N+:9]([O-])=O)[C:6]([O:12][CH2:13][CH3:14])=[CH:5][C:4]=1[N:15]1[CH2:20][CH2:19][CH:18]([CH2:21][CH2:22][S:23]([CH3:26])(=[O:25])=[O:24])[CH2:17][CH2:16]1)[CH3:2]. (7) Given the product [CH3:1][O:2][C:3]1[CH:4]=[C:5]([CH:34]=[CH:35][CH:36]=1)[CH2:6][NH:7][C:8]([C:10]1[CH:14]=[C:13]([C:15]2[C:23]3[C:18](=[N:19][CH:20]=[CH:21][CH:22]=3)[NH:17][CH:16]=2)[S:12][CH:11]=1)=[O:9], predict the reactants needed to synthesize it. The reactants are: [CH3:1][O:2][C:3]1[CH:4]=[C:5]([CH:34]=[CH:35][CH:36]=1)[CH2:6][NH:7][C:8]([C:10]1[CH:14]=[C:13]([C:15]2[C:23]3[C:18](=[N:19][CH:20]=[CH:21][CH:22]=3)[N:17](S(C3C=CC(C)=CC=3)(=O)=O)[CH:16]=2)[S:12][CH:11]=1)=[O:9].O[Li].O. (8) Given the product [CH3:9][C@@H:8]1[CH2:7][CH2:6][CH2:5][N:4]([C:10]([C:12]2[CH:17]=[C:16]([CH3:18])[CH:15]=[CH:14][C:13]=2[C:19]2[N:20]=[N:21][CH:22]=[CH:23][CH:24]=2)=[O:11])[C@@H:3]1[CH2:2][NH:1][C:26]1[CH:31]=[CH:30][C:29]([C:32]([F:35])([F:34])[F:33])=[CH:28][N:27]=1, predict the reactants needed to synthesize it. The reactants are: [NH2:1][CH2:2][C@@H:3]1[C@H:8]([CH3:9])[CH2:7][CH2:6][CH2:5][N:4]1[C:10]([C:12]1[CH:17]=[C:16]([CH3:18])[CH:15]=[CH:14][C:13]=1[C:19]1[N:20]=[N:21][CH:22]=[CH:23][CH:24]=1)=[O:11].F[C:26]1[CH:31]=[CH:30][C:29]([C:32]([F:35])([F:34])[F:33])=[CH:28][N:27]=1.